From a dataset of Catalyst prediction with 721,799 reactions and 888 catalyst types from USPTO. Predict which catalyst facilitates the given reaction. Reactant: C([O:3][C:4]([C:6]1[NH:7][C:8]([CH:12]=[O:13])=[C:9]([CH3:11])[CH:10]=1)=[O:5])C.C(O)C.[OH-].[K+]. Product: [CH:12]([C:8]1[NH:7][C:6]([C:4]([OH:5])=[O:3])=[CH:10][C:9]=1[CH3:11])=[O:13]. The catalyst class is: 6.